The task is: Regression. Given a peptide amino acid sequence and an MHC pseudo amino acid sequence, predict their binding affinity value. This is MHC class I binding data.. This data is from Peptide-MHC class I binding affinity with 185,985 pairs from IEDB/IMGT. (1) The peptide sequence is RTFETHPL. The MHC is H-2-Db with pseudo-sequence H-2-Db. The binding affinity (normalized) is 0. (2) The binding affinity (normalized) is 0. The peptide sequence is YCLDFLFDV. The MHC is HLA-A02:03 with pseudo-sequence HLA-A02:03. (3) The MHC is HLA-A30:02 with pseudo-sequence HLA-A30:02. The binding affinity (normalized) is 1.00. The peptide sequence is MTAASYARY. (4) The peptide sequence is DAIKSNNHL. The MHC is HLA-A02:03 with pseudo-sequence HLA-A02:03. The binding affinity (normalized) is 0.0221.